Dataset: Full USPTO retrosynthesis dataset with 1.9M reactions from patents (1976-2016). Task: Predict the reactants needed to synthesize the given product. (1) Given the product [Br:1][C:2]1[C:11]2[C:6](=[C:7]([F:14])[CH:8]=[C:9]([O:12][CH3:13])[CH:10]=2)[N:5]=[CH:4][C:3]=1[NH2:15], predict the reactants needed to synthesize it. The reactants are: [Br:1][C:2]1[C:11]2[C:6](=[C:7]([F:14])[CH:8]=[C:9]([O:12][CH3:13])[CH:10]=2)[N:5]=[CH:4][C:3]=1[NH:15]C(=O)OC(C)(C)C.FC(F)(F)C(O)=O. (2) The reactants are: [N+:1]([C:4]1[CH:5]=[N:6][C:7]2[C:12]([C:13]=1[NH:14][CH2:15][CH2:16][CH2:17][CH2:18][CH2:19][NH:20][C:21](=[O:28])[C:22]1[CH:27]=[CH:26][CH:25]=[CH:24][CH:23]=1)=[CH:11][CH:10]=[CH:9][CH:8]=2)([O-])=O.[CH2:29](C(CC)(CC)C([O-])([O-])[O-])[CH3:30].C1(C)C=CC=CC=1. Given the product [CH3:29][C:30]1[N:14]([CH2:15][CH2:16][CH2:17][CH2:18][CH2:19][NH:20][C:21](=[O:28])[C:22]2[CH:27]=[CH:26][CH:25]=[CH:24][CH:23]=2)[C:13]2[C:12]3[CH:11]=[CH:10][CH:9]=[CH:8][C:7]=3[N:6]=[CH:5][C:4]=2[N:1]=1, predict the reactants needed to synthesize it. (3) Given the product [Cl:47][C:28]1[CH:29]=[CH:30][C:31]2[C:36](=[CH:35][CH:34]=[CH:33][CH:32]=2)[C:27]=1[O:26][P:25](=[N:23][C@@H:19]([CH:20]([CH3:22])[CH3:21])[C:18]([O:17][CH:12]1[CH2:13][CH2:14][CH2:15][CH2:16]1)=[O:24])=[O:37], predict the reactants needed to synthesize it. The reactants are: S(C1C=CC(C)=CC=1)([O-])(=O)=O.[CH:12]1([O:17][C:18](=[O:24])[C@@H:19]([NH2:23])[CH:20]([CH3:22])[CH3:21])[CH2:16][CH2:15][CH2:14][CH2:13]1.[P:25](Cl)(Cl)(=[O:37])[O:26][C:27]1[C:36]2[C:31](=[CH:32][CH:33]=[CH:34][CH:35]=2)[CH:30]=[CH:29][CH:28]=1.C(N(CC)CC)C.[Cl:47]CCl.